This data is from Full USPTO retrosynthesis dataset with 1.9M reactions from patents (1976-2016). The task is: Predict the reactants needed to synthesize the given product. (1) Given the product [Cl:1][C:2]1[CH:3]=[C:4]([C:5]2[N:6]=[C:18]([OH:19])[C:13]3[S:14][CH2:15][CH2:16][CH2:17][C:12]=3[N:7]=2)[CH:8]=[CH:9][CH:10]=1, predict the reactants needed to synthesize it. The reactants are: [Cl:1][C:2]1[CH:3]=[C:4]([CH:8]=[CH:9][CH:10]=1)[C:5](=[NH:7])[NH2:6].O=[C:12]1[CH2:17][CH2:16][CH2:15][S:14][CH:13]1[C:18](OC)=[O:19].C[O-].[Na+]. (2) Given the product [CH:1]1([C@H:7]([NH:12][C:13]([C:15]2[CH:19]=[C:18]([C:20]3[CH:25]=[CH:24][C:23]([F:26])=[CH:22][C:21]=3[CH3:27])[S:17][C:16]=2[NH:28][C:29]([NH:31][C:32]2[C:33]([Cl:39])=[CH:34][CH:35]=[CH:36][C:37]=2[Cl:38])=[O:30])=[O:14])[C:8]([OH:10])=[O:9])[CH2:6][CH2:5][CH2:4][CH2:3][CH2:2]1, predict the reactants needed to synthesize it. The reactants are: [CH:1]1([C@H:7]([NH:12][C:13]([C:15]2[CH:19]=[C:18]([C:20]3[CH:25]=[CH:24][C:23]([F:26])=[CH:22][C:21]=3[CH3:27])[S:17][C:16]=2[NH:28][C:29]([NH:31][C:32]2[C:37]([Cl:38])=[CH:36][CH:35]=[CH:34][C:33]=2[Cl:39])=[O:30])=[O:14])[C:8]([O:10]C)=[O:9])[CH2:6][CH2:5][CH2:4][CH2:3][CH2:2]1.[OH-].[Li+]. (3) Given the product [NH2:1][C:2]1[C:7]([C:8]2[S:12][C:11]3[CH:13]=[CH:14][C:15]([NH:17][C:18]([NH:20][C:21]4[CH:26]=[CH:25][C:24]([Cl:27])=[C:23]([C:28]([F:31])([F:30])[F:29])[CH:22]=4)=[O:19])=[CH:16][C:10]=3[CH:9]=2)=[CH:6][C:5]([C:32]2[N:33]=[N:34][N:35]([CH2:37][CH2:38][CH2:39][OH:40])[N:36]=2)=[CH:4][N:3]=1, predict the reactants needed to synthesize it. The reactants are: [NH2:1][C:2]1[C:7]([C:8]2[S:12][C:11]3[CH:13]=[CH:14][C:15]([NH:17][C:18]([NH:20][C:21]4[CH:26]=[CH:25][C:24]([Cl:27])=[C:23]([C:28]([F:31])([F:30])[F:29])[CH:22]=4)=[O:19])=[CH:16][C:10]=3[CH:9]=2)=[CH:6][C:5]([C:32]2[N:33]=[N:34][N:35]([CH2:37][CH2:38][CH2:39][O:40][Si](C(C)(C)C)(C)C)[N:36]=2)=[CH:4][N:3]=1.[F-].C([N+](CCCC)(CCCC)CCCC)CCC.